Dataset: Forward reaction prediction with 1.9M reactions from USPTO patents (1976-2016). Task: Predict the product of the given reaction. (1) Given the reactants [O:1]=O.[C:3](O)([CH3:6])([CH3:5])[CH3:4], predict the reaction product. The product is: [CH2:4]=[C:3]([CH3:6])[CH3:5].[CH3:4][CH:3]([CH3:6])[CH3:5].[CH:4](=[O:1])[CH:3]([CH3:6])[CH3:5].[O:1]=[CH:4][C:3](=[CH2:6])[CH3:5]. (2) The product is: [C:17]([O:16][C:14]([NH:13][C:10]1[CH:9]=[C:4]([CH:3]=[C:2]([N:25]2[CH2:26][CH2:27][N:22]([CH3:21])[CH2:23][CH2:24]2)[C:11]=1[Cl:12])[C:5]([O:7][CH3:8])=[O:6])=[O:15])([CH3:20])([CH3:19])[CH3:18]. Given the reactants Br[C:2]1[CH:3]=[C:4]([CH:9]=[C:10]([NH:13][C:14]([O:16][C:17]([CH3:20])([CH3:19])[CH3:18])=[O:15])[C:11]=1[Cl:12])[C:5]([O:7][CH3:8])=[O:6].[CH3:21][N:22]1[CH2:27][CH2:26][NH:25][CH2:24][CH2:23]1, predict the reaction product. (3) Given the reactants Cl[C:2]1[CH:7]=[CH:6][C:5]([N+:8]([O-:10])=[O:9])=[CH:4][N:3]=1.[C:11]([N:18]1[CH2:22][C@H:21]([NH2:23])[CH2:20][CH2:19]1)([O:13][C:14]([CH3:17])([CH3:16])[CH3:15])=[O:12], predict the reaction product. The product is: [N+:8]([C:5]1[CH:6]=[CH:7][C:2]([NH:23][C@@H:21]2[CH2:20][CH2:19][N:18]([C:11]([O:13][C:14]([CH3:17])([CH3:16])[CH3:15])=[O:12])[CH2:22]2)=[N:3][CH:4]=1)([O-:10])=[O:9]. (4) Given the reactants Cl[C:2]1[CH:9]=[C:8]([C:10]([F:13])([F:12])[F:11])[C:5]([C:6]#[N:7])=[C:4]([O:14][CH2:15][CH2:16][O:17][CH:18]([CH3:20])[CH3:19])[N:3]=1.[F:21][C:22]1[C:27]2[B:28]([OH:31])[O:29][CH2:30][C:26]=2[CH:25]=[C:24]([OH:32])[CH:23]=1, predict the reaction product. The product is: [F:21][C:22]1[C:27]2[B:28]([OH:31])[O:29][CH2:30][C:26]=2[CH:25]=[C:24]([O:32][C:2]2[CH:9]=[C:8]([C:10]([F:13])([F:12])[F:11])[C:5]([C:6]#[N:7])=[C:4]([O:14][CH2:15][CH2:16][O:17][CH:18]([CH3:20])[CH3:19])[N:3]=2)[CH:23]=1. (5) Given the reactants [Cl:1][C:2]1[C:11]([N+:12]([O-:14])=[O:13])=[C:10](Cl)[C:9]2[C:4](=[CH:5][C:6]([C:16]([F:19])([F:18])[F:17])=[CH:7][CH:8]=2)[N:3]=1.C(N(CC)CC)C.[CH3:27][O:28][C:29]1[CH:35]=[CH:34][C:32]([NH2:33])=[CH:31][CH:30]=1, predict the reaction product. The product is: [Cl:1][C:2]1[C:11]([N+:12]([O-:14])=[O:13])=[C:10]([NH:33][C:32]2[CH:34]=[CH:35][C:29]([O:28][CH3:27])=[CH:30][CH:31]=2)[C:9]2[C:4](=[CH:5][C:6]([C:16]([F:19])([F:18])[F:17])=[CH:7][CH:8]=2)[N:3]=1. (6) Given the reactants [Cl:1][C:2]1[CH:10]=[CH:9][C:8]2[C:4](=[CH:5][NH:6][N:7]=2)[C:3]=1[C:11]([O:13][CH3:14])=[O:12].F[B-](F)(F)F.[CH3:20][O+](C)C, predict the reaction product. The product is: [Cl:1][C:2]1[CH:10]=[CH:9][C:8]2[C:4](=[CH:5][N:6]([CH3:20])[N:7]=2)[C:3]=1[C:11]([O:13][CH3:14])=[O:12]. (7) Given the reactants [C:1]([N:4]1[C:13]2[C:8](=[CH:9][CH:10]=[CH:11][CH:12]=2)[NH:7][C:6](=[O:14])[CH2:5]1)(=[O:3])[CH3:2].[H-].[Na+].Br[CH2:18][CH:19]1[O:23][CH2:22][CH2:21][O:20]1.Cl, predict the reaction product. The product is: [C:1]([N:4]1[C:13]2[C:8](=[CH:9][CH:10]=[CH:11][CH:12]=2)[N:7]([CH2:18][CH:19]2[O:23][CH2:22][CH2:21][O:20]2)[C:6](=[O:14])[CH2:5]1)(=[O:3])[CH3:2]. (8) Given the reactants [CH2:1]([C:5]1[S:9][C:8]([C:10]([OH:12])=O)=[CH:7][CH:6]=1)[CH:2]([CH3:4])[CH3:3].CCN(C(C)C)C(C)C.CN(C(ON1N=NC2C=CC=CC1=2)=[N+](C)C)C.[B-](F)(F)(F)F.[CH2:44]([O:47][C:48]1[C:57]([CH3:58])=[CH:56][C:51]([C:52]([NH:54][NH2:55])=[O:53])=[CH:50][C:49]=1[CH3:59])[CH:45]=[CH2:46], predict the reaction product. The product is: [CH2:1]([C:5]1[S:9][C:8]([C:10]([NH:55][NH:54][C:52](=[O:53])[C:51]2[CH:50]=[C:49]([CH3:59])[C:48]([O:47][CH2:44][CH:45]=[CH2:46])=[C:57]([CH3:58])[CH:56]=2)=[O:12])=[CH:7][CH:6]=1)[CH:2]([CH3:3])[CH3:4]. (9) Given the reactants [C:1]1([CH:7]([OH:9])[CH3:8])[CH:6]=[CH:5][CH:4]=[CH:3][CH:2]=1.[CH3:10][C:11]1[CH:12]=[CH:13][C:14]([C:17](O)=[O:18])=[CH:15][CH:16]=1.[OH-].[K+], predict the reaction product. The product is: [C:11]1([CH3:10])[CH:16]=[CH:15][C:14]([C:17]([O:9][CH:7]([C:1]2[CH:6]=[CH:5][CH:4]=[CH:3][CH:2]=2)[CH3:8])=[O:18])=[CH:13][CH:12]=1. (10) Given the reactants [OH:1][C@H:2]1[CH2:19][CH2:18][C@@:17]2([CH3:20])[CH:4]([C:5](=[O:22])[CH2:6][C@@H:7]3[C@@H:16]2[CH2:15][CH2:14][C@@:12]2([CH3:13])[C@H:8]3[CH2:9][CH2:10][C:11]2=[O:21])[CH2:3]1.[CH2:23]([O:30][C:31]([NH:33][CH2:34][C:35]([CH3:40])([CH3:39])[C:36](O)=[O:37])=[O:32])[C:24]1[CH:29]=[CH:28][CH:27]=[CH:26][CH:25]=1, predict the reaction product. The product is: [CH3:39][C:35]([CH3:40])([CH2:34][NH:33][C:31]([O:30][CH2:23][C:24]1[CH:29]=[CH:28][CH:27]=[CH:26][CH:25]=1)=[O:32])[C:36]([O:1][C@H:2]1[CH2:19][CH2:18][C@@:17]2([CH3:20])[CH:4]([C:5](=[O:22])[CH2:6][C@@H:7]3[C@@H:16]2[CH2:15][CH2:14][C@@:12]2([CH3:13])[C@H:8]3[CH2:9][CH2:10][C:11]2=[O:21])[CH2:3]1)=[O:37].